Dataset: NCI-60 drug combinations with 297,098 pairs across 59 cell lines. Task: Regression. Given two drug SMILES strings and cell line genomic features, predict the synergy score measuring deviation from expected non-interaction effect. (1) Drug 1: CC1=C2C(C(=O)C3(C(CC4C(C3C(C(C2(C)C)(CC1OC(=O)C(C(C5=CC=CC=C5)NC(=O)OC(C)(C)C)O)O)OC(=O)C6=CC=CC=C6)(CO4)OC(=O)C)OC)C)OC. Drug 2: CC12CCC3C(C1CCC2O)C(CC4=C3C=CC(=C4)O)CCCCCCCCCS(=O)CCCC(C(F)(F)F)(F)F. Cell line: SNB-19. Synergy scores: CSS=52.2, Synergy_ZIP=3.92, Synergy_Bliss=5.59, Synergy_Loewe=-20.2, Synergy_HSA=7.72. (2) Drug 1: CN(C)C1=NC(=NC(=N1)N(C)C)N(C)C. Drug 2: CC1=C(N=C(N=C1N)C(CC(=O)N)NCC(C(=O)N)N)C(=O)NC(C(C2=CN=CN2)OC3C(C(C(C(O3)CO)O)O)OC4C(C(C(C(O4)CO)O)OC(=O)N)O)C(=O)NC(C)C(C(C)C(=O)NC(C(C)O)C(=O)NCCC5=NC(=CS5)C6=NC(=CS6)C(=O)NCCC[S+](C)C)O. Cell line: HL-60(TB). Synergy scores: CSS=-6.11, Synergy_ZIP=1.21, Synergy_Bliss=-5.32, Synergy_Loewe=-10.6, Synergy_HSA=-8.80. (3) Drug 1: C1=CC(=CC=C1CCC2=CNC3=C2C(=O)NC(=N3)N)C(=O)NC(CCC(=O)O)C(=O)O. Drug 2: C1=CN(C=N1)CC(O)(P(=O)(O)O)P(=O)(O)O. Cell line: SR. Synergy scores: CSS=30.7, Synergy_ZIP=-4.76, Synergy_Bliss=-9.34, Synergy_Loewe=-20.7, Synergy_HSA=-6.12. (4) Drug 1: CN(CC1=CN=C2C(=N1)C(=NC(=N2)N)N)C3=CC=C(C=C3)C(=O)NC(CCC(=O)O)C(=O)O. Drug 2: CN(CCCl)CCCl.Cl. Cell line: A498. Synergy scores: CSS=18.9, Synergy_ZIP=-4.19, Synergy_Bliss=-3.21, Synergy_Loewe=-13.8, Synergy_HSA=-1.25. (5) Synergy scores: CSS=1.66, Synergy_ZIP=0.998, Synergy_Bliss=4.63, Synergy_Loewe=2.18, Synergy_HSA=2.19. Drug 1: CCCS(=O)(=O)NC1=C(C(=C(C=C1)F)C(=O)C2=CNC3=C2C=C(C=N3)C4=CC=C(C=C4)Cl)F. Drug 2: CC1=CC2C(CCC3(C2CCC3(C(=O)C)OC(=O)C)C)C4(C1=CC(=O)CC4)C. Cell line: OVCAR-4.